From a dataset of Peptide-MHC class I binding affinity with 185,985 pairs from IEDB/IMGT. Regression. Given a peptide amino acid sequence and an MHC pseudo amino acid sequence, predict their binding affinity value. This is MHC class I binding data. (1) The peptide sequence is SVPLPCQLM. The MHC is HLA-A02:03 with pseudo-sequence HLA-A02:03. The binding affinity (normalized) is 0.267. (2) The peptide sequence is ETAWPFFYA. The MHC is HLA-A02:16 with pseudo-sequence HLA-A02:16. The binding affinity (normalized) is 0.573. (3) The peptide sequence is IHKPRPPAT. The MHC is HLA-A30:01 with pseudo-sequence HLA-A30:01. The binding affinity (normalized) is 0.0847.